Predict the reactants needed to synthesize the given product. From a dataset of Full USPTO retrosynthesis dataset with 1.9M reactions from patents (1976-2016). (1) Given the product [CH3:53][O:54][C:55]([C:57]1[N:58]([CH3:76])[C:59]([CH2:78][CH2:79][N:80]2[CH2:85][CH2:84][O:83][CH2:82][CH2:81]2)=[C:60]([C:69]2[CH:74]=[CH:73][N:72]=[CH:71][CH:70]=2)[C:61]=1[C:62]1[CH:67]=[CH:66][C:65]([F:68])=[CH:64][CH:63]=1)=[O:56], predict the reactants needed to synthesize it. The reactants are: C1C=CC(P(C2C(C3C(P(C4C=CC=CC=4)C4C=CC=CC=4)=CC=C4C=3C=CC=C4)=C3C(C=CC=C3)=CC=2)C2C=CC=CC=2)=CC=1.C(=O)([O-])[O-].[Cs+].[Cs+].[CH3:53][O:54][C:55]([C:57]1[N:58]([CH3:76])[C:59](Br)=[C:60]([C:69]2[CH:74]=[CH:73][N:72]=[CH:71][CH:70]=2)[C:61]=1[C:62]1[CH:67]=[CH:66][C:65]([F:68])=[CH:64][CH:63]=1)=[O:56].N[CH2:78][CH2:79][N:80]1[CH2:85][CH2:84][O:83][CH2:82][CH2:81]1. (2) The reactants are: [Cl:1][C:2]1[CH:24]=[CH:23][C:5]([CH2:6][NH:7][C:8]([C:10]2[C:11](=[O:22])[C:12]3[S:19][C:18]([CH2:20]Cl)=[CH:17][C:13]=3[N:14]([CH3:16])[CH:15]=2)=[O:9])=[CH:4][CH:3]=1.[NH2:25][C:26]1[CH:27]=[C:28]([CH:32]([OH:36])[CH2:33][NH:34][CH3:35])[CH:29]=[CH:30][CH:31]=1.C(N(C(C)C)CC)(C)C. Given the product [NH2:25][C:26]1[CH:27]=[C:28]([CH:32]([OH:36])[CH2:33][N:34]([CH2:20][C:18]2[S:19][C:12]3[C:11](=[O:22])[C:10]([C:8]([NH:7][CH2:6][C:5]4[CH:23]=[CH:24][C:2]([Cl:1])=[CH:3][CH:4]=4)=[O:9])=[CH:15][N:14]([CH3:16])[C:13]=3[CH:17]=2)[CH3:35])[CH:29]=[CH:30][CH:31]=1, predict the reactants needed to synthesize it. (3) Given the product [Br:1][C:2]1[CH:7]=[CH:6][C:5]2[C:8]3([O:26][C:27](=[O:28])[C:4]=2[CH:3]=1)[CH2:9][CH2:10][N:11]([C:14]([C:16]1[C:24]2[C:19](=[CH:20][C:21]([Cl:25])=[CH:22][CH:23]=2)[N:18]([C:33](=[O:34])[C:32]2[CH:36]=[CH:37][CH:38]=[C:30]([F:29])[CH:31]=2)[CH:17]=1)=[O:15])[CH2:12][CH2:13]3, predict the reactants needed to synthesize it. The reactants are: [Br:1][C:2]1[CH:7]=[CH:6][C:5]2[C:8]3([O:26][C:27](=[O:28])[C:4]=2[CH:3]=1)[CH2:13][CH2:12][N:11]([C:14]([C:16]1[C:24]2[C:19](=[CH:20][C:21]([Cl:25])=[CH:22][CH:23]=2)[NH:18][CH:17]=1)=[O:15])[CH2:10][CH2:9]3.[F:29][C:30]1[CH:31]=[C:32]([CH:36]=[CH:37][CH:38]=1)[C:33](Cl)=[O:34]. (4) The reactants are: [Cl:1][C:2]1[CH:3]=[C:4]([NH:9][C:10]2[C:19]3[C:14](=[CH:15][C:16]([O:32][C@H:33]4[CH2:37][CH2:36][O:35][CH2:34]4)=[C:17]([NH:20][C:21]([CH2:23]P(=O)(OCC)OCC)=[O:22])[CH:18]=3)[N:13]=[CH:12][N:11]=2)[CH:5]=[CH:6][C:7]=1[F:8].[Cl-].[Li+].[OH-].[K+].[CH3:42][N:43]([CH2:45][CH:46]=O)[CH3:44].S([O-])(O)=O. Given the product [Cl:1][C:2]1[CH:3]=[C:4]([NH:9][C:10]2[C:19]3[C:14](=[CH:15][C:16]([O:32][C@H:33]4[CH2:37][CH2:36][O:35][CH2:34]4)=[C:17]([NH:20][C:21](=[O:22])/[CH:23]=[CH:46]/[CH2:45][N:43]([CH3:44])[CH3:42])[CH:18]=3)[N:13]=[CH:12][N:11]=2)[CH:5]=[CH:6][C:7]=1[F:8], predict the reactants needed to synthesize it.